This data is from Forward reaction prediction with 1.9M reactions from USPTO patents (1976-2016). The task is: Predict the product of the given reaction. (1) Given the reactants [Cl:1][C:2]1[C:9]([N+:10]([O-:12])=[O:11])=[CH:8][C:5]([CH:6]=O)=[C:4](F)[CH:3]=1.[SH:14][CH2:15][C:16]([O:18][CH3:19])=[O:17].C([O-])([O-])=O.[K+].[K+], predict the reaction product. The product is: [Cl:1][C:2]1[C:9]([N+:10]([O-:12])=[O:11])=[CH:8][C:5]2[CH:6]=[C:15]([C:16]([O:18][CH3:19])=[O:17])[S:14][C:4]=2[CH:3]=1. (2) Given the reactants [OH:1][B:2]1[C:6]2[CH:7]=[CH:8][C:9](/[CH:11]=[N:12]/[OH:13])=[CH:10][C:5]=2[C:4]([CH3:15])([CH3:14])[O:3]1.C1C(=O)N(Cl)C(=O)C1.[Cl:24][C:25]1[C:30]([F:31])=[CH:29][C:28]([C:32]([C:34]([F:37])([F:36])[F:35])=[CH2:33])=[CH:27][C:26]=1[F:38].Cl, predict the reaction product. The product is: [Cl:24][C:25]1[C:26]([F:38])=[CH:27][C:28]([C:32]2([C:34]([F:37])([F:35])[F:36])[O:13][N:12]=[C:11]([C:9]3[CH:8]=[CH:7][C:6]4[B:2]([OH:1])[O:3][C:4]([CH3:15])([CH3:14])[C:5]=4[CH:10]=3)[CH2:33]2)=[CH:29][C:30]=1[F:31]. (3) Given the reactants [N:1]1([C:14]([O:16][C:17]([CH3:20])([CH3:19])[CH3:18])=[O:15])[CH2:6][CH2:5][NH:4][CH:3]([C:7]([O:9][C:10]([CH3:13])([CH3:12])[CH3:11])=[O:8])[CH2:2]1.[Cl:21][C:22]1[CH:23]=[C:24]2[C:29](=[CH:30][CH:31]=1)[CH:28]=[C:27]([S:32]([CH2:35][CH2:36][C:37](O)=[O:38])(=[O:34])=[O:33])[CH:26]=[CH:25]2.C1C=CC2N(O)N=NC=2C=1.CCN=C=NCCCN(C)C.C(=O)([O-])[O-].[K+].[K+], predict the reaction product. The product is: [Cl:21][C:22]1[CH:23]=[C:24]2[C:29](=[CH:30][CH:31]=1)[CH:28]=[C:27]([S:32]([CH2:35][CH2:36][C:37]([N:4]1[CH2:5][CH2:6][N:1]([C:14]([O:16][C:17]([CH3:20])([CH3:19])[CH3:18])=[O:15])[CH2:2][CH:3]1[C:7]([O:9][C:10]([CH3:12])([CH3:13])[CH3:11])=[O:8])=[O:38])(=[O:33])=[O:34])[CH:26]=[CH:25]2. (4) Given the reactants [NH2:1][C:2]1[N:29]([CH2:30][C:31]([OH:34])([CH3:33])[CH3:32])[C:6]2[N:7]=[C:8]([NH:11][C:12]3[CH:17]=[CH:16][C:15]([CH:18]4[CH2:23][CH2:22][N:21]([CH2:24][CH2:25]Cl)[CH2:20][CH2:19]4)=[CH:14][C:13]=3[O:27][CH3:28])[N:9]=[CH:10][C:5]=2[C:4](=[O:35])[C:3]=1[C:36]([NH2:38])=[O:37].[C:39]([O-])([O-])=[O:40].[K+].[K+], predict the reaction product. The product is: [NH2:1][C:2]1[N:29]([CH2:30][C:31]([OH:34])([CH3:33])[CH3:32])[C:6]2[N:7]=[C:8]([NH:11][C:12]3[CH:17]=[CH:16][C:15]([CH:18]4[CH2:23][CH2:22][N:21]([CH2:24][CH2:25][O:40][CH3:39])[CH2:20][CH2:19]4)=[CH:14][C:13]=3[O:27][CH3:28])[N:9]=[CH:10][C:5]=2[C:4](=[O:35])[C:3]=1[C:36]([NH2:38])=[O:37]. (5) Given the reactants [NH:1]1[C:9]2[C:4](=[CH:5][CH:6]=[CH:7][CH:8]=2)[C:3]([C:10]([OH:12])=[O:11])=[CH:2]1.[CH3:13]O, predict the reaction product. The product is: [CH3:13][O:11][C:10]([C:3]1[C:4]2[C:9](=[CH:8][CH:7]=[CH:6][CH:5]=2)[NH:1][CH:2]=1)=[O:12]. (6) Given the reactants [CH2:1]([O:4][N:5]1[C:11](=[O:12])[N:10]2[CH2:13][C@H:6]1[C:7]([CH3:18])=[CH:8][C@H:9]2[C:14]([O:16]C)=[O:15])[CH:2]=[CH2:3].[OH-].[Li+].Cl, predict the reaction product. The product is: [CH2:1]([O:4][N:5]1[C:11](=[O:12])[N:10]2[CH2:13][C@H:6]1[C:7]([CH3:18])=[CH:8][C@@H:9]2[C:14]([OH:16])=[O:15])[CH:2]=[CH2:3]. (7) Given the reactants [Cl:1][C:2]1[CH:9]=[C:8]([CH2:10][N:11]2[CH2:15][CH2:14][CH2:13][CH2:12]2)[CH:7]=[CH:6][C:3]=1[CH:4]=O.[Br:16][C:17](Br)(Br)[Br:18].C1(P(C2C=CC=CC=2)C2C=CC=CC=2)C=CC=CC=1, predict the reaction product. The product is: [Cl:1][C:2]1[CH:9]=[C:8]([CH2:10][N:11]2[CH2:15][CH2:14][CH2:13][CH2:12]2)[CH:7]=[CH:6][C:3]=1[CH:4]=[C:17]([Br:18])[Br:16]. (8) Given the reactants FC(F)(F)C(OC1C(F)=C(F)C(F)=C(F)C=1F)=O.[Cl:19][CH2:20][CH2:21][O:22][C:23]1[CH:32]=[C:31]([O:33][CH3:34])[CH:30]=[C:29]2[C:24]=1[C:25]([NH:35][C:36]1[CH:40]=[C:39]([CH2:41][C:42](O)=[O:43])[NH:38][N:37]=1)=[N:26][CH:27]=[N:28]2.N1C=CC=CC=1.[NH2:51][C:52]1[CH:57]=[CH:56][CH:55]=[CH:54][CH:53]=1, predict the reaction product. The product is: [Cl:19][CH2:20][CH2:21][O:22][C:23]1[CH:32]=[C:31]([O:33][CH3:34])[CH:30]=[C:29]2[C:24]=1[C:25]([NH:35][C:36]1[CH:40]=[C:39]([CH2:41][C:42]([NH:51][C:52]3[CH:57]=[CH:56][CH:55]=[CH:54][CH:53]=3)=[O:43])[NH:38][N:37]=1)=[N:26][CH:27]=[N:28]2. (9) The product is: [CH2:2]([C:1]1[NH:6][N:7]=[C:9]([CH2:15][CH2:16][CH3:17])[N:8]=1)[CH2:3][CH2:4][CH3:18]. Given the reactants [C:1]([NH:6][NH2:7])(=O)[CH2:2][CH2:3][CH3:4].[NH:8]=[C:9]([CH2:15][CH2:16][CH3:17])C(OCC)=O.[CH3:18]O, predict the reaction product.